Dataset: Full USPTO retrosynthesis dataset with 1.9M reactions from patents (1976-2016). Task: Predict the reactants needed to synthesize the given product. Given the product [CH:1]([C:2]1[N:6]([CH2:5][CH2:4][CH3:10])[C:5]2[CH:7]=[CH:8][CH:9]=[CH:10][C:4]=2[N:3]=1)([C:11]1[N:12]([CH2:2][CH2:1][CH3:11])[C:13]2[CH:19]=[CH:18][CH:17]=[CH:16][C:14]=2[N:15]=1)[CH2:23][CH2:24][CH3:25], predict the reactants needed to synthesize it. The reactants are: [CH2:1]([C:11]1[NH:15][C:14]2[CH:16]=[CH:17][CH:18]=[CH:19][C:13]=2[N:12]=1)[C:2]1[NH:6][C:5]2[CH:7]=[CH:8][CH:9]=[CH:10][C:4]=2[N:3]=1.[H-].[Na+].I[CH2:23][CH2:24][CH3:25].